Dataset: Experimentally validated miRNA-target interactions with 360,000+ pairs, plus equal number of negative samples. Task: Binary Classification. Given a miRNA mature sequence and a target amino acid sequence, predict their likelihood of interaction. The miRNA is mmu-miR-138-5p with sequence AGCUGGUGUUGUGAAUCAGGCCG. The protein sequence of the target gene is MSTARTENPVIMGLSSQNGQLRGPVKASAGPGGGGTQPQPQLNQLKNTSTINNGTPQQAQSMAATIKPGDDWKKTLKLPPKDLRIKTSDVTSTKGNEFEDYCLKRELLMGIFEMGWEKPSPIQEESIPIALSGRDILARAKNGTGKSGAYLIPLLERLDLKKDNIQAMVIVPTRELALQVSQICIQVSKHMGGAKVMATTGGTNLRDDIMRLDDTVHVVIATPGRILDLIKKGVAKVDHVQMIVLDEADKLLSQDFVQIMEDIILTLPKNRQILLYSATFPLSVQKFMNSHLQKPYEINL.... Result: 0 (no interaction).